This data is from Forward reaction prediction with 1.9M reactions from USPTO patents (1976-2016). The task is: Predict the product of the given reaction. The product is: [NH2:1][C:2]1[CH:3]=[C:4]2[C:9](=[CH:10][CH:11]=1)[CH:8]([C:12]#[N:13])[CH2:7][CH2:6][CH2:5]2. Given the reactants [NH2:1][C:2]1[CH:3]=[C:4]2[C:9](=[CH:10][CH:11]=1)[C:8]([C:12]#[N:13])=[CH:7][CH2:6][CH2:5]2.NC1C=C2C(=CC=1)C(=O)CCC2.[BH4-].[Na+], predict the reaction product.